From a dataset of Forward reaction prediction with 1.9M reactions from USPTO patents (1976-2016). Predict the product of the given reaction. (1) Given the reactants Cl[CH2:2][Si:3]([O:6][CH3:7])([CH3:5])[CH3:4].[O-:8][C:9]#[N:10].[K+].[NH:12]1[CH2:16][CH2:15][CH2:14][C:13]1=[O:17], predict the reaction product. The product is: [CH3:7][O:6][Si:3]([CH2:2][NH:10][C:9]([N:12]1[CH2:16][CH2:15][CH2:14][C:13]1=[O:17])=[O:8])([CH3:5])[CH3:4]. (2) Given the reactants [Cl:1][C:2]1[C:3]([O:12][C:13]2[CH:18]=[C:17]([O:19][CH:20]([CH3:22])[CH3:21])[CH:16]=[CH:15][C:14]=2[CH2:23][CH2:24][CH2:25][OH:26])=[N:4][CH:5]=[C:6]([C:8]([F:11])([F:10])[F:9])[CH:7]=1.O[C:28]1[C:32]([CH2:33][CH2:34][C:35]([O:37]CC)=[O:36])=[CH:31][N:30]([C:40]2[CH:45]=[CH:44][CH:43]=[CH:42][CH:41]=2)[N:29]=1.C(P(CCCC)CCCC)CCC.N(C(N1CCCCC1)=O)=NC(N1CCCCC1)=O.O1CCCC1CO.[OH-].[Na+].Cl, predict the reaction product. The product is: [Cl:1][C:2]1[C:3]([O:12][C:13]2[CH:18]=[C:17]([O:19][CH:20]([CH3:21])[CH3:22])[CH:16]=[CH:15][C:14]=2[CH2:23][CH2:24][CH2:25][O:26][C:28]2[C:32]([CH2:33][CH2:34][C:35]([OH:37])=[O:36])=[CH:31][N:30]([C:40]3[CH:45]=[CH:44][CH:43]=[CH:42][CH:41]=3)[N:29]=2)=[N:4][CH:5]=[C:6]([C:8]([F:11])([F:10])[F:9])[CH:7]=1. (3) Given the reactants C([O:5][C:6](=[O:25])[CH2:7][C:8]([N:10]1[CH2:15][CH2:14][N:13]([C:16](=[O:24])[C:17]2[CH:22]=[CH:21][CH:20]=[CH:19][C:18]=2[Br:23])[CH2:12][CH2:11]1)=[O:9])(C)(C)C.Cl, predict the reaction product. The product is: [Br:23][C:18]1[CH:19]=[CH:20][CH:21]=[CH:22][C:17]=1[C:16]([N:13]1[CH2:14][CH2:15][N:10]([C:8](=[O:9])[CH2:7][C:6]([OH:25])=[O:5])[CH2:11][CH2:12]1)=[O:24].